Task: Predict the reactants needed to synthesize the given product.. Dataset: Full USPTO retrosynthesis dataset with 1.9M reactions from patents (1976-2016) (1) The reactants are: Cl[C:2]([C@@H:4]1[CH2:10][CH:9]2[CH:7]([CH2:8]2)[CH2:6][C@H:5]1[C:11]([O:13][CH3:14])=[O:12])=[O:3].[CH3:15][Si](C=[N+]=[N-])(C)C.[ClH:22]. Given the product [Cl:22][CH2:15][C:2]([C@@H:4]1[CH2:10][CH:9]2[CH:7]([CH2:8]2)[CH2:6][C@H:5]1[C:11]([O:13][CH3:14])=[O:12])=[O:3], predict the reactants needed to synthesize it. (2) Given the product [Br-:34].[OH:10][C:9]([C:17]1[CH:22]=[CH:21][CH:20]=[CH:19][CH:18]=1)([C:11]1[CH:12]=[CH:13][CH:14]=[CH:15][CH:16]=1)[C:4]12[CH2:5][CH2:6][N+:1]([CH2:33][CH2:32][CH2:31][O:30][C:25]3[CH:26]=[CH:27][CH:28]=[CH:29][C:24]=3[CH3:23])([CH2:2][CH2:3]1)[CH2:8][CH2:7]2, predict the reactants needed to synthesize it. The reactants are: [N:1]12[CH2:8][CH2:7][C:4]([C:9]([C:17]3[CH:22]=[CH:21][CH:20]=[CH:19][CH:18]=3)([C:11]3[CH:16]=[CH:15][CH:14]=[CH:13][CH:12]=3)[OH:10])([CH2:5][CH2:6]1)[CH2:3][CH2:2]2.[CH3:23][C:24]1[CH:29]=[CH:28][CH:27]=[CH:26][C:25]=1[O:30][CH2:31][CH2:32][CH2:33][Br:34]. (3) The reactants are: C(N(S(F)(F)[F:7])CC)C.[CH2:10]([N:17]1[CH2:22][CH2:21][N:20]([CH2:23][C:24]2[CH:29]=[CH:28][CH:27]=[CH:26][CH:25]=2)[CH2:19][CH:18]1[CH2:30]O)[C:11]1[CH:16]=[CH:15][CH:14]=[CH:13][CH:12]=1.C([O-])(O)=O.[Na+]. Given the product [CH2:10]([N:17]1[CH2:22][CH2:21][N:20]([CH2:23][C:24]2[CH:29]=[CH:28][CH:27]=[CH:26][CH:25]=2)[CH2:19][CH:18]1[CH2:30][F:7])[C:11]1[CH:16]=[CH:15][CH:14]=[CH:13][CH:12]=1, predict the reactants needed to synthesize it. (4) Given the product [Cl:1][C:2]1[C:3]([F:59])=[C:4]([C@@H:8]2[C@:12]([C:15]3[CH:20]=[CH:19][C:18]([Cl:21])=[CH:17][C:16]=3[F:22])([C:13]#[N:14])[C@H:11]([CH2:23][C:24]([CH3:25])([CH3:26])[CH3:27])[NH:10][C@H:9]2[C:28]([NH:30][C:31]2[CH:56]=[CH:55][C:34]([C:35]([O:37][CH:38]([O:40][C:41]([NH:42][CH2:43][C:44]([OH:46])=[O:45])=[O:54])[CH3:39])=[O:36])=[CH:33][C:32]=2[O:57][CH3:58])=[O:29])[CH:5]=[CH:6][CH:7]=1, predict the reactants needed to synthesize it. The reactants are: [Cl:1][C:2]1[C:3]([F:59])=[C:4]([C@@H:8]2[C@:12]([C:15]3[CH:20]=[CH:19][C:18]([Cl:21])=[CH:17][C:16]=3[F:22])([C:13]#[N:14])[C@H:11]([CH2:23][C:24]([CH3:27])([CH3:26])[CH3:25])[NH:10][C@H:9]2[C:28]([NH:30][C:31]2[CH:56]=[CH:55][C:34]([C:35]([O:37][CH:38]([O:40][C:41](=[O:54])[NH:42][CH2:43][C:44]([O:46]CC3C=CC=CC=3)=[O:45])[CH3:39])=[O:36])=[CH:33][C:32]=2[O:57][CH3:58])=[O:29])[CH:5]=[CH:6][CH:7]=1.[H][H]. (5) Given the product [CH3:1][O:2][C:3]([C:5]1[C:6](=[O:16])[NH:7][C:8]2[C:13]([CH:14]=1)=[CH:12][CH:11]=[C:10]([NH:19][CH2:22][CH:23]1[CH2:27][O:26][C:25]([CH3:32])([CH3:24])[O:29]1)[N:9]=2)=[O:4], predict the reactants needed to synthesize it. The reactants are: [CH3:1][O:2][C:3]([C:5]1[C:6](=[O:16])[NH:7][C:8]2[C:13]([CH:14]=1)=[CH:12][CH:11]=[C:10](Cl)[N:9]=2)=[O:4].C([N:19]([CH2:22][CH3:23])CC)C.[CH3:24][C:25]1([CH3:32])[O:29]C(NC)[CH2:27][O:26]1.O. (6) Given the product [Cl:23][C:20]1[CH:21]=[CH:22][C:17]([N:7]2[CH2:8][C@@H:9]([CH3:16])[C:10]3=[N:14][N:13]=[C:12]([CH3:15])[N:11]3[C:5]3[CH:4]=[CH:3][C:2]([N:25]4[CH:29]=[N:28][CH:27]=[N:26]4)=[CH:24][C:6]2=3)=[CH:18][CH:19]=1, predict the reactants needed to synthesize it. The reactants are: Br[C:2]1[CH:3]=[CH:4][C:5]2[N:11]3[C:12]([CH3:15])=[N:13][N:14]=[C:10]3[C@H:9]([CH3:16])[CH2:8][N:7]([C:17]3[CH:22]=[CH:21][C:20]([Cl:23])=[CH:19][CH:18]=3)[C:6]=2[CH:24]=1.[NH:25]1[CH:29]=[N:28][CH:27]=[N:26]1.C(=O)([O-])[O-].[Cs+].[Cs+]. (7) Given the product [C:1]([C:4]1[C:5](=[O:19])[N:6]([C:12]2[CH:17]=[CH:16][CH:15]=[CH:14][C:13]=2[Cl:18])[C:7]([CH3:11])=[CH:8][C:9]=1[O:10][CH2:30][C:21]1[CH:26]=[CH:25][CH:24]=[CH:23][CH:22]=1)(=[O:3])[CH3:2], predict the reactants needed to synthesize it. The reactants are: [C:1]([C:4]1[C:5](=[O:19])[N:6]([C:12]2[CH:17]=[CH:16][CH:15]=[CH:14][C:13]=2[Cl:18])[C:7]([CH3:11])=[CH:8][C:9]=1[OH:10])(=[O:3])[CH3:2].Cl[C:21]1[CH:26]=[CH:25][CH:24]=[CH:23][C:22]=1N=C=O.[CH2:30]=C1OC(=O)C1.C(N(CC)CC)C.